This data is from Peptide-MHC class II binding affinity with 134,281 pairs from IEDB. The task is: Regression. Given a peptide amino acid sequence and an MHC pseudo amino acid sequence, predict their binding affinity value. This is MHC class II binding data. (1) The peptide sequence is GELQIVDKIDAAFPI. The MHC is DRB1_1101 with pseudo-sequence DRB1_1101. The binding affinity (normalized) is 0.620. (2) The binding affinity (normalized) is 0.0350. The MHC is DRB1_0101 with pseudo-sequence DRB1_0101. The peptide sequence is HNILPHDLIFRGPNV.